This data is from Retrosynthesis with 50K atom-mapped reactions and 10 reaction types from USPTO. The task is: Predict the reactants needed to synthesize the given product. (1) Given the product CN(C)C1CCN(Cc2cc3cc(NC(=O)Nc4ccc(Oc5ccccc5)cc4)ccc3n2C)C1, predict the reactants needed to synthesize it. The reactants are: CN(C)C1CCNC1.Cn1c(CO)cc2cc(NC(=O)Nc3ccc(Oc4ccccc4)cc3)ccc21. (2) Given the product Cc1cn2c(CN(CCCCNS(=O)(=O)C(F)(F)F)C(=O)OC(C)(C)C)cccc2n1, predict the reactants needed to synthesize it. The reactants are: CC(C)(C)OC(=O)OC(=O)OC(C)(C)C.Cc1cn2c(CNCCCCNS(=O)(=O)C(F)(F)F)cccc2n1. (3) Given the product Ic1cnn(CCOC2CCCCO2)c1, predict the reactants needed to synthesize it. The reactants are: BrCCOC1CCCCO1.Ic1cn[nH]c1. (4) Given the product O=C(Cc1cccc([N+](=O)[O-])c1)NCCN1CCN(c2ccccc2)CC1, predict the reactants needed to synthesize it. The reactants are: NCCN1CCN(c2ccccc2)CC1.O=C(Cl)Cc1cccc([N+](=O)[O-])c1. (5) The reactants are: O=S(=O)(Cl)c1cccc(CBr)c1.OC1CCNCC1. Given the product O=S(=O)(c1cccc(CBr)c1)N1CCC(O)CC1, predict the reactants needed to synthesize it. (6) Given the product CCCCCCCC(C#CC(C)(C)NS(=O)(=O)c1ccc(C)cc1)OC(=O)OC, predict the reactants needed to synthesize it. The reactants are: CCCCCCCC(O)C#CC(C)(C)NS(=O)(=O)c1ccc(C)cc1.COC(=O)Cl. (7) Given the product CCn1c(=O)[nH]c2c3ccccc3ccc21, predict the reactants needed to synthesize it. The reactants are: CCBr.O=c1[nH]c2ccc3ccccc3c2[nH]1. (8) Given the product COCCOc1cc(O)cc(CO)c1, predict the reactants needed to synthesize it. The reactants are: COCCBr.OCc1cc(O)cc(O)c1.